Dataset: Reaction yield outcomes from USPTO patents with 853,638 reactions. Task: Predict the reaction yield, written as a fraction of the theoretical maximum amount of product (1.0 means a 100% yield; for example, 0.34 means a 34% yield). (1) The reactants are [CH2:1]([O:8][C:9]1[CH:10]=[C:11]2[C:16](=[CH:17][CH:18]=1)[N:15]=[C:14](Cl)[CH:13]=[CH:12]2)[C:2]1[CH:7]=[CH:6][CH:5]=[CH:4][CH:3]=1.[Cl:20][C:21]1[CH:26]=[CH:25][CH:24]=[C:23]([Cl:27])[C:22]=1B(O)O.C([O-])(O)=O.[Na+]. The catalyst is C1(C)C=CC=CC=1.CO.C1C=CC([P]([Pd]([P](C2C=CC=CC=2)(C2C=CC=CC=2)C2C=CC=CC=2)([P](C2C=CC=CC=2)(C2C=CC=CC=2)C2C=CC=CC=2)[P](C2C=CC=CC=2)(C2C=CC=CC=2)C2C=CC=CC=2)(C2C=CC=CC=2)C2C=CC=CC=2)=CC=1. The product is [CH2:1]([O:8][C:9]1[CH:10]=[C:11]2[C:16](=[CH:17][CH:18]=1)[N:15]=[C:14]([C:22]1[C:21]([Cl:20])=[CH:26][CH:25]=[CH:24][C:23]=1[Cl:27])[CH:13]=[CH:12]2)[C:2]1[CH:7]=[CH:6][CH:5]=[CH:4][CH:3]=1. The yield is 0.620. (2) The reactants are [F:1][C:2]([F:28])([F:27])[C:3]1[CH:26]=[CH:25][C:6]2[N:7]([CH2:17][O:18][CH2:19][CH2:20][Si:21]([CH3:24])([CH3:23])[CH3:22])[C:8]([CH2:10][CH:11]3C[CH:13](C=O)[CH2:12]3)=[N:9][C:5]=2[CH:4]=1.[CH3:29][C:30]1([CH3:53])[O:34][C@@H:33]2[C@@H:35]([CH2:48][NH:49][CH:50]([CH3:52])[CH3:51])[CH2:36][C@@H:37]([N:38]3[C:42]4[N:43]=[CH:44][N:45]=[C:46]([NH2:47])[C:41]=4[CH:40]=[CH:39]3)[C@@H:32]2[O:31]1.[O-]S([O-])(=O)=O.[Mg+2].C([O-])(O)=O.[Na+]. The catalyst is ClCCCl.[Cl-].[Na+].O. The product is [CH3:29][C:30]1([CH3:53])[O:34][C@@H:33]2[C@@H:35]([CH2:48][N:49]([CH:50]([CH3:51])[CH3:52])[CH2:13][CH2:12][CH2:11][CH2:10][C:8]3[N:7]([CH2:17][O:18][CH2:19][CH2:20][Si:21]([CH3:23])([CH3:24])[CH3:22])[C:6]4[CH:25]=[CH:26][C:3]([C:2]([F:27])([F:1])[F:28])=[CH:4][C:5]=4[N:9]=3)[CH2:36][C@@H:37]([N:38]3[C:42]4[N:43]=[CH:44][N:45]=[C:46]([NH2:47])[C:41]=4[CH:40]=[CH:39]3)[C@@H:32]2[O:31]1. The yield is 0.470. (3) The catalyst is C(Cl)Cl.CN(C1C=CN=CC=1)C. The yield is 1.00. The product is [CH2:1]([O:20][CH2:21][CH:22]([CH2:25][O:26][Si:40]([C:43]([CH3:46])([CH3:45])[CH3:44])([CH3:42])[CH3:41])[OH:23])[C:2]1[CH:3]=[CH:4][CH:5]=[CH:6][CH:7]=1. The reactants are [C:1]([O:20][CH2:21][CH:22]([CH2:25][OH:26])[O:23]C)(=O)[CH2:2][CH2:3][CH2:4][CH2:5][CH2:6][CH2:7]C/C=C\CCCCCCCC.C(OCC(CO)O)C1C=CC=CC=1.[Si:40](Cl)([C:43]([CH3:46])([CH3:45])[CH3:44])([CH3:42])[CH3:41]. (4) The reactants are [CH3:1][N:2]([CH3:12])[CH2:3][C:4]1[S:11][C:10]2[CH:9]=[N:8][NH:7][C:6]=2[CH:5]=1.[I:13]I.[OH-].[K+].S(=O)(O)[O-].[Na+]. The catalyst is CN(C)C=O.O. The product is [I:13][C:9]1[C:10]2[S:11][C:4]([CH2:3][N:2]([CH3:12])[CH3:1])=[CH:5][C:6]=2[NH:7][N:8]=1. The yield is 0.510. (5) The reactants are [N:1]1([S:5]([NH:8][C:9](=[O:32])[C:10]2[CH:15]=[C:14](Cl)[C:13]([O:17][CH2:18][C:19]34[CH2:28][CH:23]5[CH2:24][CH:25]([CH2:27][C:21]([CH2:29][OH:30])([CH2:22]5)[CH2:20]3)[CH2:26]4)=[CH:12][C:11]=2[F:31])(=[O:7])=[O:6])[CH2:4][CH2:3][CH2:2]1.[CH:33]1(B(O)O)[CH2:35][CH2:34]1.F[B-](F)(F)F.C1(P(C2CCCCC2)C2CCCCC2)CCCCC1.P([O-])([O-])([O-])=O.[K+].[K+].[K+].Cl. The catalyst is C1(C)C=CC=CC=1.C(OCC)(=O)C.O.C([O-])(=O)C.[Pd+2].C([O-])(=O)C.O1CCCC1. The product is [N:1]1([S:5]([NH:8][C:9](=[O:32])[C:10]2[CH:15]=[C:14]([CH:33]3[CH2:35][CH2:34]3)[C:13]([O:17][CH2:18][C:19]34[CH2:28][CH:23]5[CH2:24][CH:25]([CH2:27][C:21]([CH2:29][OH:30])([CH2:22]5)[CH2:20]3)[CH2:26]4)=[CH:12][C:11]=2[F:31])(=[O:7])=[O:6])[CH2:4][CH2:3][CH2:2]1. The yield is 0.530. (6) The reactants are [CH3:1][O:2][C:3]1[CH:8]=[CH:7][C:6]([CH2:9][NH2:10])=[CH:5][CH:4]=1.Cl[C:12](=[O:18])[C:13](OCC)=[O:14].[CH3:19][O:20][CH:21]([O:24][CH3:25])[CH2:22][NH2:23].C(N(CC)C(C)C)(C)C.C([O-])(O)=O.[Na+]. The yield is 0.351. The catalyst is C1COCC1.CCOC(C)=O. The product is [CH3:19][O:20][CH:21]([O:24][CH3:25])[CH2:22][NH:23][C:12](=[O:18])[C:13]([NH:10][CH2:9][C:6]1[CH:7]=[CH:8][C:3]([O:2][CH3:1])=[CH:4][CH:5]=1)=[O:14].